From a dataset of Forward reaction prediction with 1.9M reactions from USPTO patents (1976-2016). Predict the product of the given reaction. (1) The product is: [Si:1]([O:8][CH2:9][C@H:10]1[O:14][C@@H:13]([N:15]2[CH:22]=[CH:21][C:19]([NH:20][C:27]([C:32]3[CH:47]=[CH:46][CH:45]=[CH:33][CH:31]=3)([C:28]3[CH:44]=[CH:35][CH:36]=[CH:34][CH:29]=3)[C:26]3[CH:37]=[CH:38][C:39]([O:40][CH3:41])=[CH:42][CH:43]=3)=[N:18][C:16]2=[O:17])[C:12]([F:23])([F:24])[C@@H:11]1[O:25][C:35]([C:50]1[CH:55]=[CH:54][CH:53]=[CH:52][CH:51]=1)([C:44]1[CH:49]=[CH:48][CH:47]=[CH:46][CH:45]=1)[C:36]1[CH:43]=[CH:42][C:39]([O:40][CH3:41])=[CH:38][CH:37]=1)([C:4]([CH3:7])([CH3:5])[CH3:6])([CH3:2])[CH3:3]. Given the reactants [Si:1]([O:8][CH2:9][C@H:10]1[O:14][C@@H:13]([N:15]2[CH:22]=[CH:21][C:19]([NH2:20])=[N:18][C:16]2=[O:17])[C:12]([F:24])([F:23])[C@@H:11]1[OH:25])([C:4]([CH3:7])([CH3:6])[CH3:5])([CH3:3])[CH3:2].[CH3:26][C:27]1[CH:32]=[C:31]([CH3:33])N=[C:29]([CH3:34])[CH:28]=1.[C:35](Cl)([C:50]1[CH:55]=[CH:54][CH:53]=[CH:52][CH:51]=1)([C:44]1[CH:49]=[CH:48][CH:47]=[CH:46][CH:45]=1)[C:36]1[CH:43]=[CH:42][C:39]([O:40][CH3:41])=[CH:38][CH:37]=1, predict the reaction product. (2) Given the reactants C(OC([N:8]1[CH2:17][CH2:16][C:15]2[NH:14][N:13]=[C:12]([C:18]3[CH:23]=[CH:22][C:21]([Cl:24])=[CH:20][CH:19]=3)[C:11]=2[CH2:10][CH2:9]1)=O)(C)(C)C.[Cl:25][C:26]1[CH:33]=[CH:32][CH:31]=[CH:30][C:27]=1[CH2:28]Cl, predict the reaction product. The product is: [Cl:25][C:26]1[CH:33]=[CH:32][CH:31]=[CH:30][C:27]=1[CH2:28][N:14]1[C:15]2[CH2:16][CH2:17][NH:8][CH2:9][CH2:10][C:11]=2[C:12]([C:18]2[CH:19]=[CH:20][C:21]([Cl:24])=[CH:22][CH:23]=2)=[N:13]1. (3) Given the reactants [BH4-].[Na+].[CH2:3]([N:10]1[CH2:15][CH:14]=[C:13]([C:16]2[CH:21]=[CH:20][CH:19]=[CH:18][C:17]=2[O:22][CH3:23])[CH2:12][CH2:11]1)[C:4]1[CH:9]=[CH:8][CH:7]=[CH:6][CH:5]=1.B(F)(F)F.CC[O:30]CC.[OH-].[Na+].OO.Cl, predict the reaction product. The product is: [CH2:3]([N:10]1[CH2:11][CH2:12][CH:13]([C:16]2[CH:21]=[CH:20][CH:19]=[CH:18][C:17]=2[O:22][CH3:23])[CH:14]([OH:30])[CH2:15]1)[C:4]1[CH:5]=[CH:6][CH:7]=[CH:8][CH:9]=1. (4) The product is: [CH3:1][O:2][C:3]1[CH:4]=[C:5]([NH:10][C:11]2[N:16]=[C:15]([N:17]3[CH:21]=[CH:20][C:19]([C:22]([F:25])([F:24])[F:23])=[N:18]3)[C:14]([C:26]3[CH:27]=[C:28]([C:34]([NH:41][S:38]([CH3:37])(=[O:40])=[O:39])=[O:35])[C:29](=[O:33])[N:30]([CH3:32])[CH:31]=3)=[CH:13][N:12]=2)[CH:6]=[C:7]([CH3:9])[CH:8]=1. Given the reactants [CH3:1][O:2][C:3]1[CH:4]=[C:5]([NH:10][C:11]2[N:16]=[C:15]([N:17]3[CH:21]=[CH:20][C:19]([C:22]([F:25])([F:24])[F:23])=[N:18]3)[C:14]([C:26]3[CH:27]=[C:28]([C:34](O)=[O:35])[C:29](=[O:33])[N:30]([CH3:32])[CH:31]=3)=[CH:13][N:12]=2)[CH:6]=[C:7]([CH3:9])[CH:8]=1.[CH3:37][S:38]([NH2:41])(=[O:40])=[O:39].C(N(CC)CC)C.[I-].ClC1C=CC=C[N+]=1C, predict the reaction product. (5) The product is: [CH3:7][C:5]1[N:6]=[C:2]([NH:1][S:22]([C:15]2[C:16]([Cl:21])=[CH:17][C:18]([Cl:20])=[CH:19][C:14]=2[Cl:13])(=[O:24])=[O:23])[S:3][C:4]=1[C:8]([O:10][CH2:11][CH3:12])=[O:9]. Given the reactants [NH2:1][C:2]1[S:3][C:4]([C:8]([O:10][CH2:11][CH3:12])=[O:9])=[C:5]([CH3:7])[N:6]=1.[Cl:13][C:14]1[CH:19]=[C:18]([Cl:20])[CH:17]=[C:16]([Cl:21])[C:15]=1[S:22](Cl)(=[O:24])=[O:23], predict the reaction product. (6) Given the reactants [C:1]([O:5][C:6]([N:8]1[CH2:11][C:10]([C:13]2[CH:18]=[CH:17][C:16](Br)=[CH:15][CH:14]=2)([F:12])[CH2:9]1)=[O:7])([CH3:4])([CH3:3])[CH3:2].[Li]CCCC.CN([CH:28]=[O:29])C.[NH4+].[Cl-], predict the reaction product. The product is: [F:12][C:10]1([C:13]2[CH:18]=[CH:17][C:16]([CH:28]=[O:29])=[CH:15][CH:14]=2)[CH2:11][N:8]([C:6]([O:5][C:1]([CH3:4])([CH3:3])[CH3:2])=[O:7])[CH2:9]1. (7) Given the reactants CO[CH2:3][O:4][CH2:5][C:6]1C=[CH:12][C:9]([CH:10]=[O:11])=[C:8](C)[CH:7]=1.[OH2:15].O.P([O-])(O)(O)=O.[Na+].Cl([O-])=O.[Na+].OO.[C:29](#N)[CH3:30], predict the reaction product. The product is: [OH:11][CH2:10][C:9]1[CH:8]=[CH:7][C:6]([C:5]([O:4][CH3:3])=[O:15])=[C:29]([CH3:30])[CH:12]=1. (8) Given the reactants [Cl:1][C:2]1[C:7]([O:8][CH3:9])=[CH:6][C:5]([O:10][CH3:11])=[C:4]([Cl:12])[C:3]=1[NH:13]C(=O)C.[OH-].[K+], predict the reaction product. The product is: [Cl:1][C:2]1[C:7]([O:8][CH3:9])=[CH:6][C:5]([O:10][CH3:11])=[C:4]([Cl:12])[C:3]=1[NH2:13].